Task: Predict the reactants needed to synthesize the given product.. Dataset: Retrosynthesis with 50K atom-mapped reactions and 10 reaction types from USPTO (1) Given the product CCCc1nc2c(cc1C(=O)O)C(=O)N(C1CCN(Cc3cc(C4CC4)c(-c4cccc(F)c4)cc3OCC)CC1)CC2, predict the reactants needed to synthesize it. The reactants are: CCCc1nc2c(cc1C(=O)OC)C(=O)N(C1CCN(Cc3cc(C4CC4)c(-c4cccc(F)c4)cc3OCC)CC1)CC2. (2) Given the product C=C(C)CC(=O)C1=C(C)CCCC1(C)C, predict the reactants needed to synthesize it. The reactants are: C=C(C)CC(O)C1=C(C)CCCC1(C)C. (3) The reactants are: C=CCN(CC=C)C(=O)Cl.CCC(C)S(=O)c1nc[nH]n1. Given the product C=CCN(CC=C)C(=O)n1cnc(S(=O)C(C)CC)n1, predict the reactants needed to synthesize it. (4) Given the product COc1ccc(-c2nc3cc(F)c(F)cc3n2C(COc2c(C)cc(-c3nnn[nH]3)cc2C)C2CCCCC2)c(OC)n1, predict the reactants needed to synthesize it. The reactants are: COc1ccc(-c2nc3cc(F)c(F)cc3n2C(COc2c(C)cc(C#N)cc2C)C2CCCCC2)c(OC)n1.[N-]=[N+]=[N-]. (5) Given the product CN[C@H]1CC[C@@H](c2ccc(Cl)c(Cl)c2)c2ccc(C#CCCCO)cc21, predict the reactants needed to synthesize it. The reactants are: C#CCCCO.CN[C@H]1CC[C@@H](c2ccc(Cl)c(Cl)c2)c2ccc(I)cc21. (6) Given the product CC(=O)Nc1ccc(OC(=O)C=CC=C(C)C=CC=C(C)C=CC2=C(C)CCCC2(C)C)cc1, predict the reactants needed to synthesize it. The reactants are: CC(=O)Nc1ccc(O)cc1.CC(C=CC=C(C)C=CC1=C(C)CCCC1(C)C)=CC=CC(=O)O. (7) The reactants are: CC(=O)Cl.CCOC(=O)C1CNCC(CC2CCCCC2)C1. Given the product CCOC(=O)C1CC(CC2CCCCC2)CN(C(C)=O)C1, predict the reactants needed to synthesize it. (8) Given the product CCCc1nc(C(C)(C)O)c(C(=O)OCOC(=O)OC(C)C)[nH]1, predict the reactants needed to synthesize it. The reactants are: CC(C)OC(=O)OCCl.CCCc1nc(C(C)(C)O)c(C(=O)O)[nH]1. (9) The reactants are: CNC.O=C(O)c1c(-c2ccccc2)c(-c2ccccc2)n[nH]c1=O. Given the product CN(C)C(=O)c1c(-c2ccccc2)c(-c2ccccc2)n[nH]c1=O, predict the reactants needed to synthesize it. (10) Given the product NCCCCN1CCCC(n2nc(Cc3ccc(Cl)cc3)c3ccccc3c2=O)CC1, predict the reactants needed to synthesize it. The reactants are: CC(C)(C)OC(=O)NCCCCN1CCCC(n2nc(Cc3ccc(Cl)cc3)c3ccccc3c2=O)CC1.